From a dataset of NCI-60 drug combinations with 297,098 pairs across 59 cell lines. Regression. Given two drug SMILES strings and cell line genomic features, predict the synergy score measuring deviation from expected non-interaction effect. (1) Cell line: OVCAR-4. Drug 1: CCCCCOC(=O)NC1=NC(=O)N(C=C1F)C2C(C(C(O2)C)O)O. Drug 2: C1C(C(OC1N2C=NC(=NC2=O)N)CO)O. Synergy scores: CSS=16.2, Synergy_ZIP=-1.03, Synergy_Bliss=0.440, Synergy_Loewe=2.91, Synergy_HSA=5.73. (2) Drug 1: CNC(=O)C1=NC=CC(=C1)OC2=CC=C(C=C2)NC(=O)NC3=CC(=C(C=C3)Cl)C(F)(F)F. Drug 2: CC1=C(C(=O)C2=C(C1=O)N3CC4C(C3(C2COC(=O)N)OC)N4)N. Cell line: MOLT-4. Synergy scores: CSS=29.4, Synergy_ZIP=-0.604, Synergy_Bliss=0.602, Synergy_Loewe=-59.0, Synergy_HSA=-1.36. (3) Drug 1: C1=CC(=CC=C1CC(C(=O)O)N)N(CCCl)CCCl.Cl. Drug 2: CCC1(CC2CC(C3=C(CCN(C2)C1)C4=CC=CC=C4N3)(C5=C(C=C6C(=C5)C78CCN9C7C(C=CC9)(C(C(C8N6C)(C(=O)OC)O)OC(=O)C)CC)OC)C(=O)OC)O.OS(=O)(=O)O. Cell line: MDA-MB-435. Synergy scores: CSS=38.4, Synergy_ZIP=-5.52, Synergy_Bliss=-12.2, Synergy_Loewe=-70.8, Synergy_HSA=-15.7. (4) Drug 1: CNC(=O)C1=NC=CC(=C1)OC2=CC=C(C=C2)NC(=O)NC3=CC(=C(C=C3)Cl)C(F)(F)F. Drug 2: CN(C(=O)NC(C=O)C(C(C(CO)O)O)O)N=O. Cell line: KM12. Synergy scores: CSS=3.32, Synergy_ZIP=-3.00, Synergy_Bliss=-2.87, Synergy_Loewe=-6.23, Synergy_HSA=-2.84. (5) Drug 1: C1CN1C2=NC(=NC(=N2)N3CC3)N4CC4. Drug 2: C1CN(CCN1C(=O)CCBr)C(=O)CCBr. Cell line: MCF7. Synergy scores: CSS=20.9, Synergy_ZIP=-8.83, Synergy_Bliss=-5.14, Synergy_Loewe=-1.31, Synergy_HSA=0.0587. (6) Synergy scores: CSS=1.63, Synergy_ZIP=0.199, Synergy_Bliss=5.97, Synergy_Loewe=-9.90, Synergy_HSA=4.49. Drug 1: CCCS(=O)(=O)NC1=C(C(=C(C=C1)F)C(=O)C2=CNC3=C2C=C(C=N3)C4=CC=C(C=C4)Cl)F. Cell line: SNB-75. Drug 2: CCC1(CC2CC(C3=C(CCN(C2)C1)C4=CC=CC=C4N3)(C5=C(C=C6C(=C5)C78CCN9C7C(C=CC9)(C(C(C8N6C=O)(C(=O)OC)O)OC(=O)C)CC)OC)C(=O)OC)O.OS(=O)(=O)O. (7) Drug 1: CCC(=C(C1=CC=CC=C1)C2=CC=C(C=C2)OCCN(C)C)C3=CC=CC=C3.C(C(=O)O)C(CC(=O)O)(C(=O)O)O. Drug 2: CC=C1C(=O)NC(C(=O)OC2CC(=O)NC(C(=O)NC(CSSCCC=C2)C(=O)N1)C(C)C)C(C)C. Cell line: SF-539. Synergy scores: CSS=41.0, Synergy_ZIP=0.673, Synergy_Bliss=-0.419, Synergy_Loewe=-37.5, Synergy_HSA=-2.90. (8) Drug 1: C1=CC=C(C=C1)NC(=O)CCCCCCC(=O)NO. Drug 2: CC1CCCC2(C(O2)CC(NC(=O)CC(C(C(=O)C(C1O)C)(C)C)O)C(=CC3=CSC(=N3)C)C)C. Cell line: HT29. Synergy scores: CSS=66.5, Synergy_ZIP=8.01, Synergy_Bliss=6.88, Synergy_Loewe=-12.7, Synergy_HSA=5.62. (9) Cell line: LOX IMVI. Drug 2: C1C(C(OC1N2C=NC(=NC2=O)N)CO)O. Drug 1: CC12CCC3C(C1CCC2O)C(CC4=C3C=CC(=C4)O)CCCCCCCCCS(=O)CCCC(C(F)(F)F)(F)F. Synergy scores: CSS=-5.30, Synergy_ZIP=7.60, Synergy_Bliss=12.3, Synergy_Loewe=-6.55, Synergy_HSA=-3.41.